Predict the reaction yield, written as a fraction of the theoretical maximum amount of product (1.0 means a 100% yield; for example, 0.34 means a 34% yield). From a dataset of Reaction yield outcomes from USPTO patents with 853,638 reactions. (1) The reactants are [Cl:1][C:2]1[C:7]([F:8])=[C:6]([NH:9][NH2:10])[N:5]=[C:4]([S:11][CH3:12])[N:3]=1.[CH:13]1([CH2:18][C@H:19]([CH2:23][N:24]([CH:32]=[O:33])[O:25][CH:26]2[CH2:31][CH2:30][CH2:29][CH2:28][O:27]2)[C:20](O)=[O:21])[CH2:17][CH2:16][CH2:15][CH2:14]1.C1C=NC2N(O)N=NC=2C=1.CCN=C=NCCCN(C)C.CN1CCOCC1. The catalyst is CN(C=O)C. The product is [Cl:1][C:2]1[N:3]=[C:4]([S:11][CH3:12])[N:5]=[C:6]([NH:9][NH:10][C:20](=[O:21])[C@H:19]([CH2:18][CH:13]2[CH2:14][CH2:15][CH2:16][CH2:17]2)[CH2:23][N:24]([O:25][CH:26]2[CH2:31][CH2:30][CH2:29][CH2:28][O:27]2)[CH:32]=[O:33])[C:7]=1[F:8]. The yield is 0.560. (2) The product is [OH:14][C:15]1[CH:20]=[CH:19][C:18]([C:2]2[C:3](=[O:13])[C:4]3[C:9]([C:10](=[O:12])[CH:11]=2)=[CH:8][CH:7]=[CH:6][CH:5]=3)=[CH:17][CH:16]=1. The catalyst is C([O-])(=O)C.[Pd+2].C([O-])(=O)C.O.C1(C)C=CC=CC=1. The reactants are Br[C:2]1[C:3](=[O:13])[C:4]2[C:9]([C:10](=[O:12])[CH:11]=1)=[CH:8][CH:7]=[CH:6][CH:5]=2.[OH:14][C:15]1[CH:20]=[CH:19][C:18](B(O)O)=[CH:17][CH:16]=1.P([O-])([O-])([O-])=O.[K+].[K+].[K+].C1(P(C2CCCCC2)C2CCCCC2)CCCCC1.C[C@@H](O)[C@H](N)C(O)=O. The yield is 0.450. (3) The reactants are Cl.[NH2:2][CH:3]([C:9]1[CH:14]=[CH:13][CH:12]=[CH:11][C:10]=1[F:15])[C:4]([O:6][CH2:7][CH3:8])=[O:5].[CH3:16][C:17]([O:20][C:21](O[C:21]([O:20][C:17]([CH3:19])([CH3:18])[CH3:16])=[O:22])=[O:22])([CH3:19])[CH3:18]. The catalyst is C(Cl)Cl. The product is [C:17]([O:20][C:21]([NH:2][CH:3]([C:9]1[CH:14]=[CH:13][CH:12]=[CH:11][C:10]=1[F:15])[C:4]([O:6][CH2:7][CH3:8])=[O:5])=[O:22])([CH3:19])([CH3:18])[CH3:16]. The yield is 0.760. (4) The reactants are C(OC([N:8]1[CH2:14][CH2:13][C:12]2[C:15](OS(C(F)(F)F)(=O)=O)=[N:16][C:17]([S:19][CH3:20])=[N:18][C:11]=2[CH2:10][CH2:9]1)=O)(C)(C)C.[F:29][C:30]([F:39])([F:38])[C:31]1[CH:37]=[CH:36][C:34]([NH2:35])=[CH:33][CH:32]=1.CS(C)=O. The catalyst is O. The product is [CH3:20][S:19][C:17]1[N:16]=[C:15]([NH:35][C:34]2[CH:36]=[CH:37][C:31]([C:30]([F:29])([F:38])[F:39])=[CH:32][CH:33]=2)[C:12]2[CH2:13][CH2:14][NH:8][CH2:9][CH2:10][C:11]=2[N:18]=1. The yield is 0.550. (5) The reactants are [CH3:1][C:2]([CH3:10])([CH2:6][C:7]([OH:9])=[O:8])[C:3]([OH:5])=[O:4].OS(O)(=O)=O.[CH3:16]O. No catalyst specified. The product is [CH3:16][O:8][C:7](=[O:9])[CH2:6][C:2]([CH3:10])([CH3:1])[C:3]([OH:5])=[O:4]. The yield is 0.510. (6) The reactants are [CH3:1][C:2]1[C:6]([C:7]2[CH:16]=[C:15]3[C:10]([C:11]([OH:20])=[C:12](C([O-])=O)[CH:13]=[N:14]3)=[CH:9][CH:8]=2)=[C:5]([CH3:21])[O:4][N:3]=1.C1(OC2C=CC=CC=2)C=CC=CC=1. The catalyst is CCCCCC. The product is [CH3:1][C:2]1[C:6]([C:7]2[CH:16]=[C:15]3[C:10]([C:11]([OH:20])=[CH:12][CH:13]=[N:14]3)=[CH:9][CH:8]=2)=[C:5]([CH3:21])[O:4][N:3]=1. The yield is 0.860. (7) The reactants are C([O:3][CH:4](OCC)[CH2:5][O:6][C:7]1[CH:14]=[CH:13][C:12]([F:15])=[CH:11][C:8]=1[CH:9]=O)C. The yield is 0.940. The product is [F:15][C:12]1[CH:13]=[CH:14][C:7]2[O:6][C:5]([CH:4]=[O:3])=[CH:9][C:8]=2[CH:11]=1. The catalyst is C(O)(=O)C.